Dataset: Forward reaction prediction with 1.9M reactions from USPTO patents (1976-2016). Task: Predict the product of the given reaction. (1) The product is: [CH2:19]([O:26][C:27]1[CH:28]=[CH:29][C:30]([N:31]([CH3:32])[C:7]([C:4]2[CH:5]=[CH:6][N:2]([CH3:1])[C:3]=2[CH3:10])=[O:9])=[CH:33][CH:34]=1)[C:20]1[CH:21]=[CH:22][CH:23]=[CH:24][CH:25]=1. Given the reactants [CH3:1][N:2]1[CH:6]=[CH:5][C:4]([C:7]([OH:9])=O)=[C:3]1[CH3:10].ClC(N(C)C)=C(C)C.[CH2:19]([O:26][C:27]1[CH:34]=[CH:33][C:30]([NH:31][CH3:32])=[CH:29][CH:28]=1)[C:20]1[CH:25]=[CH:24][CH:23]=[CH:22][CH:21]=1, predict the reaction product. (2) Given the reactants [F:1][C:2]1[CH:3]=[C:4]([CH:39]=[CH:40][CH:41]=1)[CH2:5][N:6]1[CH:10]=[C:9]([C:11]2[C:19]3[C:14](=[N:15][CH:16]=[C:17]([C:20]4[CH:21]=[CH:22][C:23]([CH:26]5[CH2:31][CH2:30][N:29](C(OC(C)(C)C)=O)[CH2:28][CH2:27]5)=[N:24][CH:25]=4)[CH:18]=3)[NH:13][CH:12]=2)[CH:8]=[N:7]1, predict the reaction product. The product is: [F:1][C:2]1[CH:3]=[C:4]([CH:39]=[CH:40][CH:41]=1)[CH2:5][N:6]1[CH:10]=[C:9]([C:11]2[C:19]3[C:14](=[N:15][CH:16]=[C:17]([C:20]4[CH:25]=[N:24][C:23]([CH:26]5[CH2:31][CH2:30][NH:29][CH2:28][CH2:27]5)=[CH:22][CH:21]=4)[CH:18]=3)[NH:13][CH:12]=2)[CH:8]=[N:7]1. (3) Given the reactants [CH3:1][O:2][C:3]1[C:12]([C:13]([O:15]C)=[O:14])=[CH:11][C:10]2[C:5](=[N:6][CH:7]=[CH:8][CH:9]=2)[N:4]=1.[OH-].[Na+], predict the reaction product. The product is: [CH3:1][O:2][C:3]1[C:12]([C:13]([OH:15])=[O:14])=[CH:11][C:10]2[C:5](=[N:6][CH:7]=[CH:8][CH:9]=2)[N:4]=1. (4) Given the reactants [CH3:1][NH:2][C:3]1[CH:11]=[C:10]2[C:6]([C:7]([CH3:12])=[N:8][NH:9]2)=[CH:5][CH:4]=1.[Cl:13][C:14]1[N:19]=[CH:18][N:17]=[C:16]([NH:20][C:21]2[CH:26]=[CH:25][CH:24]=[C:23]([CH2:27][S:28]([CH3:31])(=[O:30])=[O:29])[CH:22]=2)[N:15]=1, predict the reaction product. The product is: [ClH:13].[CH3:1][N:2]([C:3]1[CH:11]=[C:10]2[C:6]([C:7]([CH3:12])=[N:8][NH:9]2)=[CH:5][CH:4]=1)[C:18]1[N:17]=[C:16]([NH:20][C:21]2[CH:26]=[CH:25][CH:24]=[C:23]([CH2:27][S:28]([CH3:31])(=[O:29])=[O:30])[CH:22]=2)[N:15]=[CH:14][N:19]=1. (5) Given the reactants [CH3:1][C:2]([NH2:6])([C:4]#[CH:5])[CH3:3].[I:7][C:8]1[CH:13]=[CH:12][C:11]([S:14](Cl)(=[O:16])=[O:15])=[CH:10][CH:9]=1, predict the reaction product. The product is: [I:7][C:8]1[CH:13]=[CH:12][C:11]([S:14]([NH:6][C:2]([CH3:3])([C:4]#[CH:5])[CH3:1])(=[O:16])=[O:15])=[CH:10][CH:9]=1. (6) Given the reactants Br[C:2]1[N:6]2[N:7]=[C:8]([NH:11][CH2:12][CH2:13][CH2:14][N:15]3[CH2:20][CH2:19][CH2:18][CH2:17][CH:16]3[CH3:21])[CH:9]=[CH:10][C:5]2=[N:4][CH:3]=1.[C:22]([C:25]1[S:29][C:28](B(O)O)=[CH:27][CH:26]=1)(=[O:24])[CH3:23], predict the reaction product. The product is: [CH3:21][CH:16]1[CH2:17][CH2:18][CH2:19][CH2:20][N:15]1[CH2:14][CH2:13][CH2:12][NH:11][C:8]1[CH:9]=[CH:10][C:5]2[N:6]([C:2]([C:28]3[S:29][C:25]([C:22](=[O:24])[CH3:23])=[CH:26][CH:27]=3)=[CH:3][N:4]=2)[N:7]=1. (7) Given the reactants [Na].[N:2]1([CH2:8][CH2:9][CH2:10][OH:11])[CH2:7][CH2:6][O:5][CH2:4][CH2:3]1.[Cl:12][C:13]1[CH:14]=[C:15]([NH:21][C:22]2[C:31]3[C:26](=[CH:27][C:28](F)=[C:29]([N+:32]([O-:34])=[O:33])[CH:30]=3)[N:25]=[CH:24][N:23]=2)[C:16]([F:20])=[CH:17][C:18]=1[Cl:19], predict the reaction product. The product is: [Cl:12][C:13]1[CH:14]=[C:15]([NH:21][C:22]2[C:31]3[C:26](=[CH:27][C:28]([O:11][CH2:10][CH2:9][CH2:8][N:2]4[CH2:7][CH2:6][O:5][CH2:4][CH2:3]4)=[C:29]([N+:32]([O-:34])=[O:33])[CH:30]=3)[N:25]=[CH:24][N:23]=2)[C:16]([F:20])=[CH:17][C:18]=1[Cl:19].